Predict the product of the given reaction. From a dataset of Forward reaction prediction with 1.9M reactions from USPTO patents (1976-2016). (1) Given the reactants [C:1]1([C:7]#[C:8][C:9]2[CH:10]=[CH:11][C:12]([CH2:15]O)=[N:13][CH:14]=2)[CH:6]=[CH:5][CH:4]=[CH:3][CH:2]=1.[C:17]1([N:23]2[CH2:27][CH2:26][NH:25][C:24]2=[O:28])[CH:22]=[CH:21][CH:20]=[CH:19][CH:18]=1, predict the reaction product. The product is: [C:17]1([N:23]2[CH2:27][CH2:26][N:25]([CH2:15][C:12]3[CH:11]=[CH:10][C:9]([C:8]#[C:7][C:1]4[CH:2]=[CH:3][CH:4]=[CH:5][CH:6]=4)=[CH:14][N:13]=3)[C:24]2=[O:28])[CH:18]=[CH:19][CH:20]=[CH:21][CH:22]=1. (2) The product is: [C:1]([O:5][C:6]([N:8]1[CH2:13][CH2:12][CH:11]([NH:15][C:16]2[CH:21]=[CH:20][CH:19]=[CH:18][CH:17]=2)[CH2:10][CH2:9]1)=[O:7])([CH3:4])([CH3:3])[CH3:2]. Given the reactants [C:1]([O:5][C:6]([N:8]1[CH2:13][CH2:12][C:11](=O)[CH2:10][CH2:9]1)=[O:7])([CH3:4])([CH3:3])[CH3:2].[NH2:15][C:16]1[CH:21]=[CH:20][CH:19]=[CH:18][CH:17]=1.C(O)(=O)C.C(=O)([O-])O.[Na+], predict the reaction product. (3) The product is: [CH2:9]([N:8]([CH2:1][C:2]1[CH:7]=[CH:6][CH:5]=[CH:4][CH:3]=1)[C:21]1[C:20]([N+:31]([O-:33])=[O:32])=[C:19]([NH:34][NH:35][C:36]([O:38][C:39]([CH3:41])([CH3:40])[CH3:42])=[O:37])[CH:18]=[C:17]([CH3:16])[N:22]=1)[C:10]1[CH:15]=[CH:14][CH:13]=[CH:12][CH:11]=1. Given the reactants [CH2:1]([NH:8][CH2:9][C:10]1[CH:15]=[CH:14][CH:13]=[CH:12][CH:11]=1)[C:2]1[CH:7]=[CH:6][CH:5]=[CH:4][CH:3]=1.[CH3:16][C:17]1[N:22]=[C:21](OS(C(F)(F)F)(=O)=O)[C:20]([N+:31]([O-:33])=[O:32])=[C:19]([NH:34][NH:35][C:36]([O:38][C:39]([CH3:42])([CH3:41])[CH3:40])=[O:37])[CH:18]=1.C(N(CC)CC)C, predict the reaction product.